Dataset: Peptide-MHC class II binding affinity with 134,281 pairs from IEDB. Task: Regression. Given a peptide amino acid sequence and an MHC pseudo amino acid sequence, predict their binding affinity value. This is MHC class II binding data. (1) The peptide sequence is ILKGLYNFATCGLIG. The MHC is DRB4_0101 with pseudo-sequence DRB4_0103. The binding affinity (normalized) is 0.171. (2) The peptide sequence is SGGFSTTVSTEQNVP. The MHC is DRB1_1201 with pseudo-sequence DRB1_1201. The binding affinity (normalized) is 0. (3) The peptide sequence is DYVRMWVQAATVMSA. The MHC is HLA-DQA10301-DQB10302 with pseudo-sequence HLA-DQA10301-DQB10302. The binding affinity (normalized) is 0.371. (4) The MHC is DRB3_0101 with pseudo-sequence DRB3_0101. The binding affinity (normalized) is 0.0338. The peptide sequence is SSYVCSGLVGDTPRK. (5) The peptide sequence is DIDCWCYGVENVRVA. The MHC is DRB3_0101 with pseudo-sequence DRB3_0101. The binding affinity (normalized) is 0.474. (6) The peptide sequence is LDVVKLLYNEQFAVQ. The MHC is DRB1_0901 with pseudo-sequence DRB1_0901. The binding affinity (normalized) is 0.448. (7) The peptide sequence is GAASGLNGCCRCGAR. The MHC is DRB5_0101 with pseudo-sequence DRB5_0101. The binding affinity (normalized) is 0.0416.